Dataset: Forward reaction prediction with 1.9M reactions from USPTO patents (1976-2016). Task: Predict the product of the given reaction. (1) Given the reactants [C:1]([C:3]1([OH:23])[CH2:8][CH2:7][N:6]([C:9](=[O:22])[CH2:10][C:11]2[CH:16]=[CH:15][C:14]([N:17]3[CH:21]=[N:20][N:19]=[N:18]3)=[CH:13][CH:12]=2)[CH2:5][CH2:4]1)#[CH:2].Br[C:25]1[C:26]([CH3:34])=[C:27]([C:30]([F:33])=[CH:31][CH:32]=1)[C:28]#[N:29], predict the reaction product. The product is: [F:33][C:30]1[C:27]([C:28]#[N:29])=[C:26]([CH3:34])[C:25]([C:2]#[C:1][C:3]2([OH:23])[CH2:4][CH2:5][N:6]([C:9](=[O:22])[CH2:10][C:11]3[CH:16]=[CH:15][C:14]([N:17]4[CH:21]=[N:20][N:19]=[N:18]4)=[CH:13][CH:12]=3)[CH2:7][CH2:8]2)=[CH:32][CH:31]=1. (2) Given the reactants [OH:1][C:2]1[CH:7]=[CH:6][C:5]([CH2:8][NH:9][C:10](=[O:18])[C:11]2[CH:16]=[CH:15][CH:14]=[N:13][C:12]=2[NH2:17])=[CH:4][CH:3]=1.Br[CH2:20][C:21]#[CH:22].C(=O)([O-])[O-].[Cs+].[Cs+].CN(C=O)C, predict the reaction product. The product is: [CH2:22]([O:1][C:2]1[CH:3]=[CH:4][C:5]([CH2:8][NH:9][C:10](=[O:18])[C:11]2[CH:16]=[CH:15][CH:14]=[N:13][C:12]=2[NH2:17])=[CH:6][CH:7]=1)[C:21]#[CH:20]. (3) Given the reactants [C:1]1([CH3:20])[CH:6]=[CH:5][C:4]([NH:7][S:8]([C:11]2[CH:16]=[CH:15][C:14]([CH:17]([CH3:19])[CH3:18])=[CH:13][N:12]=2)(=[O:10])=[O:9])=[CH:3][CH:2]=1.Br[CH2:22][C:23]([O:25]C(C)(C)C)=[O:24], predict the reaction product. The product is: [CH:17]([C:14]1[CH:15]=[CH:16][C:11]([S:8]([N:7]([CH2:22][C:23]([OH:25])=[O:24])[C:4]2[CH:3]=[CH:2][C:1]([CH3:20])=[CH:6][CH:5]=2)(=[O:10])=[O:9])=[N:12][CH:13]=1)([CH3:18])[CH3:19]. (4) The product is: [CH:1]([NH:4][C:5]([N:7]1[C:15]2[C:10](=[CH:11][C:12]([C:16]([F:18])([F:19])[F:17])=[CH:13][CH:14]=2)[C:9]([NH:20][CH2:21][C:22](=[O:28])[NH:23][CH:24]2[CH2:25][N:26]([CH:39]3[CH2:40][CH2:41][CH:36]([CH:29]4[CH2:34][CH2:33][CH2:32][CH2:31][CH2:30]4)[CH2:37][CH2:38]3)[CH2:27]2)=[N:8]1)=[O:6])([CH3:3])[CH3:2]. Given the reactants [CH:1]([NH:4][C:5]([N:7]1[C:15]2[C:10](=[CH:11][C:12]([C:16]([F:19])([F:18])[F:17])=[CH:13][CH:14]=2)[C:9]([NH:20][CH2:21][C:22](=[O:28])[NH:23][CH:24]2[CH2:27][NH:26][CH2:25]2)=[N:8]1)=[O:6])([CH3:3])[CH3:2].[CH:29]1([CH:36]2[CH2:41][CH2:40][CH2:39][CH2:38][CH2:37]2)[CH2:34][CH2:33][C:32](=O)[CH2:31][CH2:30]1, predict the reaction product. (5) Given the reactants Cl[C:2]1[N:7]=[C:6](Cl)[N:5]=[C:4]([C:9]2[CH:14]=[CH:13][CH:12]=[C:11]([C:15]([F:18])([F:17])[F:16])[N:10]=2)[N:3]=1.Cl.[CH:20]1([C@H:23]([NH2:25])[CH3:24])[CH2:22][CH2:21]1.[F-].[Cs+].CC[N:30]([CH:34]([CH3:36])[CH3:35])C(C)C.[CH2:37]1COC[CH2:38]1, predict the reaction product. The product is: [CH:20]1([C@H:23]([NH:25][C:2]2[N:7]=[C:6]([NH:30][C@@H:34]([CH:35]3[CH2:38][CH2:37]3)[CH3:36])[N:5]=[C:4]([C:9]3[CH:14]=[CH:13][CH:12]=[C:11]([C:15]([F:18])([F:17])[F:16])[N:10]=3)[N:3]=2)[CH3:24])[CH2:22][CH2:21]1.